This data is from Forward reaction prediction with 1.9M reactions from USPTO patents (1976-2016). The task is: Predict the product of the given reaction. (1) Given the reactants [N+:1]([C:4]1[CH:9]=[CH:8][C:7]([OH:10])=[CH:6][CH:5]=1)([O-:3])=[O:2].Cl[CH2:12][C:13]1[O:17][N:16]=[C:15]([C:18]2[CH:23]=[CH:22][CH:21]=[CH:20][CH:19]=2)[N:14]=1.C([O-])([O-])=O.[K+].[K+], predict the reaction product. The product is: [N+:1]([C:4]1[CH:9]=[CH:8][C:7]([O:10][CH2:12][C:13]2[O:17][N:16]=[C:15]([C:18]3[CH:19]=[CH:20][CH:21]=[CH:22][CH:23]=3)[N:14]=2)=[CH:6][CH:5]=1)([O-:3])=[O:2]. (2) Given the reactants Cl[C:2]1[CH:10]=[CH:9][C:5]([C:6]([OH:8])=[O:7])=[CH:4][C:3]=1[N+:11]([O-])=O.C(O[C:17](=[S:19])[S-:18])C.[K+], predict the reaction product. The product is: [SH:19][C:17]1[S:18][C:2]2[CH:10]=[CH:9][C:5]([C:6]([OH:8])=[O:7])=[CH:4][C:3]=2[N:11]=1. (3) Given the reactants [CH3:1][C:2]1[C:6]([CH2:7][N:8]2[CH:12]=[C:11]([N:13]3[CH2:17][CH2:16][NH:15][C:14]3=[O:18])[CH:10]=[N:9]2)=[C:5]([CH3:19])[O:4][N:3]=1.[H-].[Na+].[CH2:22](Br)[C:23]1[CH:28]=[CH:27][CH:26]=[CH:25][CH:24]=1, predict the reaction product. The product is: [CH2:22]([N:15]1[CH2:16][CH2:17][N:13]([C:11]2[CH:10]=[N:9][N:8]([CH2:7][C:6]3[C:2]([CH3:1])=[N:3][O:4][C:5]=3[CH3:19])[CH:12]=2)[C:14]1=[O:18])[C:23]1[CH:28]=[CH:27][CH:26]=[CH:25][CH:24]=1. (4) Given the reactants O=P(Cl)(Cl)Cl.[C:6]1([C:12]2[NH:13][C:14]3[C:19]([CH:20]=2)=[CH:18][C:17]([O:21][CH3:22])=[CH:16][CH:15]=3)[CH:11]=[CH:10][CH:9]=[CH:8][CH:7]=1.[OH-].[Na+].Cl.CN([CH:29]=[O:30])C, predict the reaction product. The product is: [CH3:22][O:21][C:17]1[CH:18]=[C:19]2[C:14](=[CH:15][CH:16]=1)[NH:13][C:12]([C:6]1[CH:7]=[CH:8][CH:9]=[CH:10][CH:11]=1)=[C:20]2[CH:29]=[O:30]. (5) Given the reactants Br[C:2]1[CH:3]=[CH:4][CH:5]=[C:6]2[C:10]=1[C:9](=[O:11])[CH:8]([CH3:12])[CH2:7]2.[C:13]1(B(O)O)[CH:18]=[CH:17][CH:16]=[CH:15][CH:14]=1.C(=O)([O-])[O-].[Na+].[Na+].O, predict the reaction product. The product is: [CH3:12][CH:8]1[CH2:7][C:6]2[C:10](=[C:2]([C:13]3[CH:18]=[CH:17][CH:16]=[CH:15][CH:14]=3)[CH:3]=[CH:4][CH:5]=2)[C:9]1=[O:11]. (6) Given the reactants [H-].[Na+].C([O:5][C:6](=[O:33])[C:7]([CH3:32])([O:25][C:26]1[CH:31]=[CH:30][CH:29]=[CH:28][CH:27]=1)[CH2:8][C:9]1[CH:14]=[CH:13][C:12]([O:15][CH2:16][CH2:17][CH:18]2[CH2:22][NH:21][C:20](=[O:23])[N:19]2[CH3:24])=[CH:11][CH:10]=1)C.[CH:34]([C:37]1[CH:44]=[CH:43][C:40]([CH2:41]Cl)=[CH:39][CH:38]=1)([CH3:36])[CH3:35], predict the reaction product. The product is: [CH:34]([C:37]1[CH:44]=[CH:43][C:40]([CH2:41][N:21]2[CH2:22][CH:18]([CH2:17][CH2:16][O:15][C:12]3[CH:11]=[CH:10][C:9]([CH2:8][C:7]([CH3:32])([O:25][C:26]4[CH:27]=[CH:28][CH:29]=[CH:30][CH:31]=4)[C:6]([OH:33])=[O:5])=[CH:14][CH:13]=3)[N:19]([CH3:24])[C:20]2=[O:23])=[CH:39][CH:38]=1)([CH3:36])[CH3:35].